Task: Predict the reactants needed to synthesize the given product.. Dataset: Full USPTO retrosynthesis dataset with 1.9M reactions from patents (1976-2016) (1) Given the product [F:1][C:2]1[C:7]([F:8])=[CH:6][CH:5]=[CH:4][C:3]=1[CH2:9][O:10][C:12]1[CH:25]=[C:16]2[N:17]([CH:22]([CH3:23])[CH3:24])[C@@H:18]([CH3:21])[CH2:19][CH2:20][N:15]2[C:14](=[O:26])[N:13]=1, predict the reactants needed to synthesize it. The reactants are: [F:1][C:2]1[C:7]([F:8])=[CH:6][CH:5]=[CH:4][C:3]=1[CH2:9][OH:10].Cl[C:12]1[CH:25]=[C:16]2[N:17]([CH:22]([CH3:24])[CH3:23])[C@@H:18]([CH3:21])[CH2:19][CH2:20][N:15]2[C:14](=[O:26])[N:13]=1. (2) Given the product [F:63][C:61]1[N:62]=[C:57]([CH2:56][N:49]2[C:50]3[C:46](=[CH:45][C:44]([S:41]([N:38]4[CH2:39][CH2:40][C@H:37]4[CH2:36][O:29][C:30]4[CH:35]=[CH:34][CH:33]=[CH:32][CH:31]=4)(=[O:43])=[O:42])=[CH:52][CH:51]=3)[C:47](=[O:54])[C:48]2=[O:53])[CH:58]=[CH:59][CH:60]=1, predict the reactants needed to synthesize it. The reactants are: CN1C2C(=CC(S(N3CCC[C@H]3COC3C=CC=CC=3)(=O)=O)=CC=2)C(=O)C1=O.[O:29]([CH2:36][C@@H:37]1[CH2:40][CH2:39][N:38]1[S:41]([C:44]1[CH:45]=[C:46]2[C:50](=[CH:51][CH:52]=1)[NH:49][C:48](=[O:53])[C:47]2=[O:54])(=[O:43])=[O:42])[C:30]1[CH:35]=[CH:34][CH:33]=[CH:32][CH:31]=1.Br[CH2:56][C:57]1[N:62]=[C:61]([F:63])[CH:60]=[CH:59][CH:58]=1. (3) Given the product [NH2:1][C:2]1[N:3]=[CH:4][C:5]([C:8]2[C:9]([F:19])=[C:10]([OH:18])[C:11]([CH2:14][CH2:15][CH3:16])=[CH:12][CH:13]=2)=[N:6][CH:7]=1, predict the reactants needed to synthesize it. The reactants are: [NH2:1][C:2]1[N:3]=[CH:4][C:5]([C:8]2[C:9]([F:19])=[C:10]([OH:18])[C:11]([CH:14]3C[CH2:16][CH2:15]3)=[CH:12][CH:13]=2)=[N:6][CH:7]=1.[Br-].C([Zn+])CC.